From a dataset of Forward reaction prediction with 1.9M reactions from USPTO patents (1976-2016). Predict the product of the given reaction. Given the reactants [C:1](OC(=O)C)(=[O:3])[CH3:2].[C:8]([O:12][C:13]([N:15]1[C@@H:20]([C@@H:21]([OH:33])[C@@H:22]([NH2:32])[CH2:23][C:24]2[CH:29]=[C:28]([F:30])[CH:27]=[C:26]([F:31])[CH:25]=2)[CH2:19][O:18][C@@H:17]([CH2:34][CH2:35][CH:36]([CH3:38])[CH3:37])[CH2:16]1)=[O:14])([CH3:11])([CH3:10])[CH3:9].C(N(CC)CC)C, predict the reaction product. The product is: [C:8]([O:12][C:13]([N:15]1[C@H:20]([C@H:21]([OH:33])[C@H:22]([NH:32][C:1](=[O:3])[CH3:2])[CH2:23][C:24]2[CH:25]=[C:26]([F:31])[CH:27]=[C:28]([F:30])[CH:29]=2)[CH2:19][O:18][C@@H:17]([CH2:34][CH2:35][CH:36]([CH3:38])[CH3:37])[CH2:16]1)=[O:14])([CH3:11])([CH3:10])[CH3:9].